This data is from Forward reaction prediction with 1.9M reactions from USPTO patents (1976-2016). The task is: Predict the product of the given reaction. (1) Given the reactants [Cl:1][C:2]1[CH:3]=[CH:4][C:5]([O:15][CH2:16][C:17]2[CH:22]=[CH:21][C:20]([F:23])=[CH:19][C:18]=2[F:24])=[C:6]([C:8](=O)[CH2:9][CH2:10][C:11](=O)[CH3:12])[CH:7]=1.CN1C(=O)CCC1.[NH2:32][C:33]1[CH:34]=[C:35]([CH:39]=[C:40]([Cl:42])[CH:41]=1)[C:36]([OH:38])=[O:37].CC1C=CC(S(O)(=O)=O)=CC=1, predict the reaction product. The product is: [Cl:1][C:2]1[CH:3]=[CH:4][C:5]([O:15][CH2:16][C:17]2[CH:22]=[CH:21][C:20]([F:23])=[CH:19][C:18]=2[F:24])=[C:6]([C:8]2[N:32]([C:33]3[CH:34]=[C:35]([CH:39]=[C:40]([Cl:42])[CH:41]=3)[C:36]([OH:38])=[O:37])[C:11]([CH3:12])=[CH:10][CH:9]=2)[CH:7]=1. (2) Given the reactants [F:1][C:2]([F:18])([F:17])[C:3]1[CH:4]=[CH:5][C:6]([O:9][C:10]2[CH:15]=[CH:14][C:13]([OH:16])=[CH:12][CH:11]=2)=[N:7][CH:8]=1.[I-].[CH2:20]1[C:29]2[C:24](=[CH:25][CH:26]=[CH:27][CH:28]=2)[CH2:23][CH2:22][N:21]1[C:30](N1C=C[N+](C)=C1)=[O:31], predict the reaction product. The product is: [F:18][C:2]([F:1])([F:17])[C:3]1[CH:4]=[CH:5][C:6]([O:9][C:10]2[CH:11]=[CH:12][C:13]([O:16][C:30]([N:21]3[CH2:22][CH2:23][C:24]4[C:29](=[CH:28][CH:27]=[CH:26][CH:25]=4)[CH2:20]3)=[O:31])=[CH:14][CH:15]=2)=[N:7][CH:8]=1.